This data is from Full USPTO retrosynthesis dataset with 1.9M reactions from patents (1976-2016). The task is: Predict the reactants needed to synthesize the given product. Given the product [NH2:11][C:5]1[CH:6]=[CH:7][C:8]([NH:10][C:12](=[O:13])[O:14][C:15]([CH3:18])([CH3:17])[CH3:16])=[CH:9][C:4]=1[N+:1]([O-:3])=[O:2], predict the reactants needed to synthesize it. The reactants are: [N+:1]([C:4]1[CH:9]=[C:8]([NH2:10])[CH:7]=[CH:6][C:5]=1[NH2:11])([O-:3])=[O:2].[C:12](O[C:12]([O:14][C:15]([CH3:18])([CH3:17])[CH3:16])=[O:13])([O:14][C:15]([CH3:18])([CH3:17])[CH3:16])=[O:13].CCN(C(C)C)C(C)C.